From a dataset of Forward reaction prediction with 1.9M reactions from USPTO patents (1976-2016). Predict the product of the given reaction. (1) The product is: [F:27][C:17]([F:16])([F:26])[C:18]1[N:19]=[CH:20][C:21]([CH2:24][CH2:25][N:6]2[C:7]3[CH:8]=[CH:9][C:10]([CH3:13])=[CH:11][C:12]=3[C:4]3[CH2:3][N:2]([CH3:1])[CH2:15][CH2:14][C:5]2=3)=[N:22][CH:23]=1. Given the reactants [CH3:1][N:2]1[CH2:15][CH2:14][C:5]2[NH:6][C:7]3[CH:8]=[CH:9][C:10]([CH3:13])=[CH:11][C:12]=3[C:4]=2[CH2:3]1.[F:16][C:17]([F:27])([F:26])[C:18]1[CH:23]=[N:22][C:21]([CH:24]=[CH2:25])=[CH:20][N:19]=1.[OH-].[K+], predict the reaction product. (2) The product is: [Br-:1].[C:11]([CH2:10][CH2:9][CH2:8][CH2:7][CH2:6][CH2:5][CH2:4][CH2:3][CH2:2][P+:20]([C:21]1[CH:22]=[CH:23][CH:24]=[CH:25][CH:26]=1)([C:27]1[CH:32]=[CH:31][CH:30]=[CH:29][CH:28]=1)[C:14]1[CH:15]=[CH:16][CH:17]=[CH:18][CH:19]=1)([OH:13])=[O:12]. Given the reactants [Br:1][CH2:2][CH2:3][CH2:4][CH2:5][CH2:6][CH2:7][CH2:8][CH2:9][CH2:10][C:11]([OH:13])=[O:12].[C:14]1([P:20]([C:27]2[CH:32]=[CH:31][CH:30]=[CH:29][CH:28]=2)[C:21]2[CH:26]=[CH:25][CH:24]=[CH:23][CH:22]=2)[CH:19]=[CH:18][CH:17]=[CH:16][CH:15]=1, predict the reaction product. (3) Given the reactants Cl.[CH:2]1([C:8]2[NH:12][N:11]=[C:10]([NH:13][C:14]3[C:15]4[CH2:30][CH2:29][CH2:28][C:16]=4[N:17]=[C:18]([N:20]4[CH2:24][CH2:23][CH2:22][C@@H:21]4[C:25](O)=[O:26])[N:19]=3)[CH:9]=2)[CH2:7][CH2:6][CH2:5][CH2:4][CH2:3]1.[Cl-].[CH3:32][NH2+:33][CH3:34].CCN=C=NCCCN(C)C.Cl.C1C=CC2N(O)N=NC=2C=1.CCN(C(C)C)C(C)C, predict the reaction product. The product is: [CH:2]1([C:8]2[NH:12][N:11]=[C:10]([NH:13][C:14]3[C:15]4[CH2:30][CH2:29][CH2:28][C:16]=4[N:17]=[C:18]([N:20]4[CH2:24][CH2:23][CH2:22][C@@H:21]4[C:25]([N:33]([CH3:34])[CH3:32])=[O:26])[N:19]=3)[CH:9]=2)[CH2:7][CH2:6][CH2:5][CH2:4][CH2:3]1. (4) Given the reactants [NH2:1][C@H:2]1[CH2:6][CH2:5][CH2:4][C@@H:3]1[NH:7][C:8](=[O:14])[O:9][C:10]([CH3:13])([CH3:12])[CH3:11].[C:15]1(=O)[CH2:18][CH2:17][CH2:16]1.C(O)(=O)C.C(O[BH-](OC(=O)C)OC(=O)C)(=O)C.[Na+].[OH-].[Na+], predict the reaction product. The product is: [CH:15]1([NH:1][C@H:2]2[CH2:6][CH2:5][CH2:4][C@@H:3]2[NH:7][C:8](=[O:14])[O:9][C:10]([CH3:11])([CH3:13])[CH3:12])[CH2:18][CH2:17][CH2:16]1. (5) Given the reactants Cl[C:2]1[CH:3]=[CH:4][C:5]([N+:15]([O-:17])=[O:16])=[C:6]([N:8]2[CH2:13][CH2:12][CH:11]([CH3:14])[CH2:10][CH2:9]2)[CH:7]=1.[NH:18]1[CH2:23][CH2:22][NH:21][CH2:20][CH2:19]1, predict the reaction product. The product is: [CH3:14][CH:11]1[CH2:12][CH2:13][N:8]([C:6]2[CH:7]=[C:2]([N:18]3[CH2:23][CH2:22][NH:21][CH2:20][CH2:19]3)[CH:3]=[CH:4][C:5]=2[N+:15]([O-:17])=[O:16])[CH2:9][CH2:10]1. (6) The product is: [Cl:31][C:4]1[CH:5]=[C:6]2[C:10](=[C:2]([NH:1][CH:39]3[CH2:40][CH2:41][N:36]([CH2:32][CH:33]([CH3:35])[CH3:34])[CH2:37][CH2:38]3)[CH:3]=1)[NH:9][C:8]([C:11]([NH2:13])=[O:12])=[C:7]2[S:14]([N:17]1[CH2:22][CH2:21][O:20][C@H:19]([CH2:23][O:24][C:25]2[CH:26]=[CH:27][CH:28]=[CH:29][CH:30]=2)[CH2:18]1)(=[O:16])=[O:15]. Given the reactants [NH2:1][C:2]1[CH:3]=[C:4]([Cl:31])[CH:5]=[C:6]2[C:10]=1[NH:9][C:8]([C:11]([NH2:13])=[O:12])=[C:7]2[S:14]([N:17]1[CH2:22][CH2:21][O:20][C@H:19]([CH2:23][O:24][C:25]2[CH:30]=[CH:29][CH:28]=[CH:27][CH:26]=2)[CH2:18]1)(=[O:16])=[O:15].[CH2:32]([N:36]1[CH2:41][CH2:40][C:39](=O)[CH2:38][CH2:37]1)[CH:33]([CH3:35])[CH3:34], predict the reaction product.